This data is from Forward reaction prediction with 1.9M reactions from USPTO patents (1976-2016). The task is: Predict the product of the given reaction. (1) Given the reactants [CH3:1][O:2][C:3]([C:5]1[C:9]2[CH:10]=[CH:11][C:12]([O:14][Si](C(C)(C)C)(C)C)=[CH:13][C:8]=2[O:7][CH:6]=1)=[O:4].Cl, predict the reaction product. The product is: [CH3:1][O:2][C:3]([C:5]1[C:9]2[CH:10]=[CH:11][C:12]([OH:14])=[CH:13][C:8]=2[O:7][CH:6]=1)=[O:4]. (2) Given the reactants FC(S(O[C:9]1[C:17]2[CH:16]=[CH:15][O:14][C:13]=2[C:12]([C:18]2[C:19](=[O:35])[N:20]([CH3:34])[C:21](=[O:33])[C:22]=2[C:23]2[C:31]3[C:26](=[CH:27][CH:28]=[CH:29][CH:30]=3)[N:25]([CH3:32])[CH:24]=2)=[CH:11][CH:10]=1)(=O)=O)(F)F.[C:36](=[NH:49])([C:43]1[CH:48]=[CH:47][CH:46]=[CH:45][CH:44]=1)[C:37]1[CH:42]=[CH:41][CH:40]=[CH:39][CH:38]=1.C1(P(C2C=CC=CC=2)C2C=CC3C(=CC=CC=3)C=2C2C3C(=CC=CC=3)C=CC=2P(C2C=CC=CC=2)C2C=CC=CC=2)C=CC=CC=1.C(=O)([O-])[O-].[Cs+].[Cs+], predict the reaction product. The product is: [C:36](=[N:49][C:9]1[C:17]2[CH:16]=[CH:15][O:14][C:13]=2[C:12]([C:18]2[C:19](=[O:35])[N:20]([CH3:34])[C:21](=[O:33])[C:22]=2[C:23]2[C:31]3[C:26](=[CH:27][CH:28]=[CH:29][CH:30]=3)[N:25]([CH3:32])[CH:24]=2)=[CH:11][CH:10]=1)([C:43]1[CH:44]=[CH:45][CH:46]=[CH:47][CH:48]=1)[C:37]1[CH:42]=[CH:41][CH:40]=[CH:39][CH:38]=1. (3) Given the reactants [CH3:1][O:2][C:3]1[CH:8]=[CH:7][C:6]([CH2:9][NH2:10])=[CH:5][CH:4]=1.[OH-].[K+].[Cl:13][C:14]1[CH:19]=[C:18](Cl)[N:17]=[C:16]([CH3:21])[N:15]=1.C(OCC)(=O)C, predict the reaction product. The product is: [Cl:13][C:14]1[N:15]=[C:16]([CH3:21])[N:17]=[C:18]([NH:10][CH2:9][C:6]2[CH:7]=[CH:8][C:3]([O:2][CH3:1])=[CH:4][CH:5]=2)[CH:19]=1.